This data is from Reaction yield outcomes from USPTO patents with 853,638 reactions. The task is: Predict the reaction yield, written as a fraction of the theoretical maximum amount of product (1.0 means a 100% yield; for example, 0.34 means a 34% yield). (1) The reactants are [CH3:1][N:2]1[CH:6]=[CH:5][CH:4]=[N:3]1.C([Li])CCC.CCCCCC.C(OCC)C.I[C:24]1[CH:29]=[C:28]([N+:30]([O-:32])=[O:31])[CH:27]=[CH:26][C:25]=1[O:33][CH3:34]. The catalyst is C1COCC1.[Cl-].[Zn+2].[Cl-].C1C=CC([P]([Pd]([P](C2C=CC=CC=2)(C2C=CC=CC=2)C2C=CC=CC=2)([P](C2C=CC=CC=2)(C2C=CC=CC=2)C2C=CC=CC=2)[P](C2C=CC=CC=2)(C2C=CC=CC=2)C2C=CC=CC=2)(C2C=CC=CC=2)C2C=CC=CC=2)=CC=1. The product is [CH3:34][O:33][C:25]1[CH:26]=[CH:27][C:28]([N+:30]([O-:32])=[O:31])=[CH:29][C:24]=1[C:6]1[N:2]([CH3:1])[N:3]=[CH:4][CH:5]=1. The yield is 0.590. (2) The reactants are O=[C:2]1[CH2:5][CH:4]([C:6]([O:8][CH3:9])=[O:7])[CH2:3]1.[CH3:10][C:11]1([CH3:32])[O:15][C@@H:14]2[C@@H:16]([CH2:29][NH:30][CH3:31])[O:17][C@@H:18]([N:19]3[CH:27]=[N:26][C:25]4[C:20]3=[N:21][CH:22]=[N:23][C:24]=4[NH2:28])[C@@H:13]2[O:12]1.[BH3-]C#N.[Na+]. The catalyst is CO. The product is [CH3:9][O:8][C:6]([CH:4]1[CH2:5][CH:2]([N:30]([CH2:29][C@@H:16]2[C@@H:14]3[C@@H:13]([O:12][C:11]([CH3:32])([CH3:10])[O:15]3)[C@H:18]([N:19]3[CH:27]=[N:26][C:25]4[C:20]3=[N:21][CH:22]=[N:23][C:24]=4[NH2:28])[O:17]2)[CH3:31])[CH2:3]1)=[O:7]. The yield is 0.630. (3) The reactants are Cl[CH2:2][CH:3]1[O:8][CH2:7][C@@H:6]2[CH2:9][S:10][CH2:11][N:5]2[CH2:4]1.[F:12][C:13]([F:18])([F:17])[C:14]([OH:16])=[O:15].[Cl:19][C:20]1[CH:21]=[C:22]([NH:27][C:28]2[C:37]3[C:32](=[CH:33][C:34]([OH:40])=[C:35]([O:38][CH3:39])[CH:36]=3)[N:31]=[CH:30][N:29]=2)[CH:23]=[CH:24][C:25]=1[Cl:26].C(=O)([O-])[O-].[K+].[K+]. The catalyst is CN(C)C(=O)C. The product is [F:12][C:13]([F:18])([F:17])[C:14]([OH:16])=[O:15].[Cl:19][C:20]1[CH:21]=[C:22]([NH:27][C:28]2[C:37]3[C:32](=[CH:33][C:34]([O:40][CH2:2][CH:3]4[O:8][CH2:7][C@@H:6]5[CH2:9][S:10][CH2:11][N:5]5[CH2:4]4)=[C:35]([O:38][CH3:39])[CH:36]=3)[N:31]=[CH:30][N:29]=2)[CH:23]=[CH:24][C:25]=1[Cl:26]. The yield is 0.0890. (4) The reactants are [CH:1]1([CH:7]([C:18]2[CH:22]=[C:21]([C:23]3[CH:28]=[CH:27][C:26]([F:29])=[CH:25][C:24]=3[F:30])[O:20][C:19]=2[CH3:31])[O:8][C:9]2[CH:17]=[CH:16][C:12]([C:13](O)=[O:14])=[CH:11][CH:10]=2)[CH2:6][CH2:5][CH2:4][CH2:3][CH2:2]1.[CH3:32][NH:33][CH2:34][CH2:35][C:36]([O:38]CC)=[O:37]. No catalyst specified. The product is [CH:1]1([CH:7]([C:18]2[CH:22]=[C:21]([C:23]3[CH:28]=[CH:27][C:26]([F:29])=[CH:25][C:24]=3[F:30])[O:20][C:19]=2[CH3:31])[O:8][C:9]2[CH:17]=[CH:16][C:12]([C:13]([N:33]([CH3:32])[CH2:34][CH2:35][C:36]([OH:38])=[O:37])=[O:14])=[CH:11][CH:10]=2)[CH2:6][CH2:5][CH2:4][CH2:3][CH2:2]1. The yield is 0.950.